Dataset: Antibody developability classification from SAbDab with 2,409 antibodies. Task: Regression/Classification. Given an antibody's heavy chain and light chain sequences, predict its developability. TAP uses regression for 5 developability metrics; SAbDab uses binary classification. (1) The antibody is ['SIQLVQSGPELKKPGETVRISCKASGYSFTTYGMNWVKQAPGKGLKWMGWINTYSGVPTYADDFKGRFAFSLETSASTAYLQINILKNEDTATYFCARRRSDGYSNYFDYWGQGSTLTVSS', 'QLVLTQSSSASFSLGASAKLTCTLSRQHSTYTIEWYQQQPLKPPKFVMELKKDGSHSTGDGIPDRFSGSSSGAHRYLSISNIQPEDEAIYICGVGDTIKEQFVYVFGGGTKVTVL']. Result: 0 (not developable). (2) The antibody is ['RVQLVESGGGVVQPGKSVRLSCVVSDFPFSKYPMYWVRQAPGKGLEWVAAISADAWHVVYSGSVQGRFLVSRDNSKNILYLEMNTLKIEDTAVYRCARMFQESGPPRFDSWSGRNYYYYSGMDVWGQGTTVTVSS', 'DIVMTQTPLSLSVDPGQPASISCKSSQSLRQSNGKTSLYWYQQKPGQSPQLLIFEVSNRFSGVSDRFVGSGSGTDFTLRISRVEAEDVGFYYCMQSKDFPLTFGGGTKVDLK']. Result: 0 (not developable). (3) The antibody is ['QVRLSQSGGQMKKPGDSMRISCRASGYEFINCPINWIRLAPGKRPEWMGWMKPRHGAVSYARQLQGRVTMTRDMYSETAFLELRSLTSDDTAVYFCTRGKYCTARDYYNWDFEHWGQGTPVTVSS', 'PROT_0AACE84D']. Result: 0 (not developable). (4) The antibody is ['QVQLVESGGGVVQPGRSLRLSCAASGFTFSVYGMNWVRQAPAKGLEWVAIIWYDGDNQYYADSVKGRFTISRDNSKNTLYLQMNGLRAEDTAVYYCARDLRTGPFDYWGQGTLVTVSS', 'EIVLTQSPDFQSVTPKEKVTITCRASQSIGSSLHWYQQKPDQSPKLLIKYASQSFSGVPSRFSGSGSGTDFTLTINSLEAEDAAAYYCHQSSSLPFTFGPGTKVDIK']. Result: 0 (not developable). (5) The antibody is ['QVTLSQSGPGLVKPSQSLSLTCTVTSYSITSDYAWNWIRQFAGQSLEWMGYISYSGSTSYNPSLKSRISITRDTSKNQFFLQLNSVTTDDTATYYCARGGTGFPYWGTGTNVTVSA', 'DIVMTQSPKSMGMSVGEAVTLNCKASENVGTYVSWYQQKPGQSPVLLIYGASNRYTGVPDRFTGSGSATDFTLTISSVQADDDADYYCGQSYSSPLTFGGGTKLELK']. Result: 1 (developable). (6) The antibody is ['QVQLQESGPRLVKPSDTLSLTCTVSGGSITSDSHYWGWVRQSPGKGLEWIASTSDSGSTYHNRPIYYNPSLKSRVTISVATSKNQFSLKLRSVTAADTAMYYCVRQWRYSSGSLDCWGQGILVTVSS', 'QAVVTQPPSASGTPGQRVTISCSGSSSNIGSNTVNWYQQLPGLAPKLLIYSSNQRPSGVPDRFSGSKSGTSASLAISGLQSEDEAHYYCATWDDSLNGVIFGGGTKLTVL']. Result: 0 (not developable).